This data is from Reaction yield outcomes from USPTO patents with 853,638 reactions. The task is: Predict the reaction yield, written as a fraction of the theoretical maximum amount of product (1.0 means a 100% yield; for example, 0.34 means a 34% yield). (1) The reactants are [CH:1]([N:14]1[C:22]2[C:17](=[CH:18][C:19]([Cl:23])=[CH:20][CH:21]=2)[C:16]([CH2:24][CH2:25][O:26][C:27]2[CH:35]=[CH:34][C:30]([C:31]([OH:33])=[O:32])=[CH:29][CH:28]=2)=[C:15]1[CH2:36][CH2:37][NH:38]S(CC1C=CC=CC=1)(=O)=O)([C:8]1[CH:13]=[CH:12][CH:11]=[CH:10][CH:9]=1)[C:2]1[CH:7]=[CH:6][CH:5]=[CH:4][CH:3]=1.[CH:49]1([S:52](Cl)(=[O:54])=[O:53])[CH2:51][CH2:50]1. No catalyst specified. The product is [CH:1]([N:14]1[C:22]2[C:17](=[CH:18][C:19]([Cl:23])=[CH:20][CH:21]=2)[C:16]([CH2:24][CH2:25][O:26][C:27]2[CH:35]=[CH:34][C:30]([C:31]([OH:33])=[O:32])=[CH:29][CH:28]=2)=[C:15]1[CH2:36][CH2:37][NH:38][S:52]([CH:49]1[CH2:51][CH2:50]1)(=[O:54])=[O:53])([C:2]1[CH:3]=[CH:4][CH:5]=[CH:6][CH:7]=1)[C:8]1[CH:9]=[CH:10][CH:11]=[CH:12][CH:13]=1. The yield is 0.750. (2) The reactants are [CH:1]1([CH2:7][C:8]2[NH:12][C:11]([C:13]([O:15][CH3:16])=[O:14])=[CH:10][C:9]=2[C:17]2[CH:22]=[C:21]([C:23]([CH3:26])([CH3:25])[CH3:24])[CH:20]=[C:19]([C:27]([CH3:30])([CH3:29])[CH3:28])[CH:18]=2)[CH2:6][CH2:5][CH2:4][CH2:3][CH2:2]1.[H-].[Na+].[CH3:33]I. The catalyst is CN(C=O)C.O.CC(=O)OCC. The product is [CH:1]1([CH2:7][C:8]2[N:12]([CH3:33])[C:11]([C:13]([O:15][CH3:16])=[O:14])=[CH:10][C:9]=2[C:17]2[CH:22]=[C:21]([C:23]([CH3:24])([CH3:26])[CH3:25])[CH:20]=[C:19]([C:27]([CH3:30])([CH3:29])[CH3:28])[CH:18]=2)[CH2:6][CH2:5][CH2:4][CH2:3][CH2:2]1. The yield is 0.800. (3) The reactants are [Cl:1][C:2]1[CH:7]=[C:6]([N+:8]([O-:10])=[O:9])[C:5]([Cl:11])=[CH:4][C:3]=1[CH2:12][C:13]([OH:15])=[O:14].O.[C:17]1(C)C=CC(S(O)(=O)=O)=C[CH:18]=1. The catalyst is C(O)C. The product is [Cl:1][C:2]1[CH:7]=[C:6]([N+:8]([O-:10])=[O:9])[C:5]([Cl:11])=[CH:4][C:3]=1[CH2:12][C:13]([O:15][CH2:17][CH3:18])=[O:14]. The yield is 0.910.